Task: Predict which catalyst facilitates the given reaction.. Dataset: Catalyst prediction with 721,799 reactions and 888 catalyst types from USPTO (1) Reactant: [CH2:1]([C@H:8]1[CH2:12][O:11][C:10](=[O:13])[N:9]1[C:14](=[O:22])[CH2:15][CH2:16][CH:17]1[CH2:21][CH2:20][CH2:19][CH2:18]1)[C:2]1[CH:7]=[CH:6][CH:5]=[CH:4][CH:3]=1.C(N(C(C)C)CC)(C)C.[CH2:32]([O:39][CH2:40]Cl)[C:33]1[CH:38]=[CH:37][CH:36]=[CH:35][CH:34]=1. Product: [CH:17]1([CH2:16][C@H:15]([CH2:40][O:39][CH2:32][C:33]2[CH:38]=[CH:37][CH:36]=[CH:35][CH:34]=2)[C:14]([N:9]2[C@@H:8]([CH2:1][C:2]3[CH:3]=[CH:4][CH:5]=[CH:6][CH:7]=3)[CH2:12][O:11][C:10]2=[O:13])=[O:22])[CH2:18][CH2:19][CH2:20][CH2:21]1. The catalyst class is: 528. (2) Reactant: Br[C:2]1[CH:3]=[CH:4][C:5]([Cl:10])=[C:6]([O:8][CH3:9])[CH:7]=1.C([Li])CCC.[CH3:16][C:17]1([CH3:31])[C:22](=[O:23])[CH2:21][CH2:20][N:19]([C:24]([O:26][C:27]([CH3:30])([CH3:29])[CH3:28])=[O:25])[CH2:18]1. Product: [Cl:10][C:5]1[CH:4]=[CH:3][C:2]([C:22]2([OH:23])[CH2:21][CH2:20][N:19]([C:24]([O:26][C:27]([CH3:29])([CH3:28])[CH3:30])=[O:25])[CH2:18][C:17]2([CH3:31])[CH3:16])=[CH:7][C:6]=1[O:8][CH3:9]. The catalyst class is: 1. (3) Reactant: [CH3:1][O:2][C:3]1[CH:8]=[CH:7][C:6]([O:9][CH3:10])=[CH:5][C:4]=1[CH2:11][C:12](OCC)=O.[N:17]1([S:23]([C:26]2[CH:31]=[CH:30][C:29]([NH:32][C:33](=[S:36])[NH:34][NH2:35])=[CH:28][CH:27]=2)(=[O:25])=[O:24])[CH2:22][CH2:21][CH2:20][CH2:19][CH2:18]1.C[O-].[Na+]. Product: [CH3:1][O:2][C:3]1[CH:8]=[CH:7][C:6]([O:9][CH3:10])=[CH:5][C:4]=1[CH2:11][C:12]1[N:32]([C:29]2[CH:30]=[CH:31][C:26]([S:23]([N:17]3[CH2:22][CH2:21][CH2:20][CH2:19][CH2:18]3)(=[O:24])=[O:25])=[CH:27][CH:28]=2)[C:33](=[S:36])[NH:34][N:35]=1. The catalyst class is: 5. (4) Reactant: [OH:1][CH:2]([CH2:11][C:12]1[CH:17]=[CH:16][CH:15]=[CH:14][CH:13]=1)[CH2:3][CH2:4][CH:5]1[NH:9][C:8](=[O:10])[CH2:7][CH2:6]1.[Si:18](Cl)([C:21]([CH3:24])([CH3:23])[CH3:22])([CH3:20])[CH3:19].N1C=CN=C1. Product: [C:21]([Si:18]([CH3:20])([CH3:19])[O:1][CH:2]([CH2:11][C:12]1[CH:13]=[CH:14][CH:15]=[CH:16][CH:17]=1)[CH2:3][CH2:4][CH:5]1[NH:9][C:8](=[O:10])[CH2:7][CH2:6]1)([CH3:24])([CH3:23])[CH3:22]. The catalyst class is: 239. (5) Reactant: Cl[C:2]1[C:7]([N+:8]([O-:10])=[O:9])=[CH:6][CH:5]=[C:4]([O:11][CH3:12])[N:3]=1.[C:13]([NH:16][CH2:17][CH2:18][NH2:19])(=[O:15])[CH3:14]. Product: [CH3:12][O:11][C:4]1[N:3]=[C:2]([NH:19][CH2:18][CH2:17][NH:16][C:13](=[O:15])[CH3:14])[C:7]([N+:8]([O-:10])=[O:9])=[CH:6][CH:5]=1. The catalyst class is: 8. (6) Reactant: [CH3:1][C:2]([CH3:16])([CH2:8][O:9][CH:10]1[CH2:15][CH2:14][CH2:13][CH2:12][O:11]1)[C:3](=O)[CH2:4][C:5]#[N:6].[OH-:17].[Na+].S(O)(O)(=O)=O.[NH2:24]O. Product: [CH3:1][C:2]([C:3]1[CH:4]=[C:5]([NH2:6])[O:17][N:24]=1)([CH3:16])[CH2:8][O:9][CH:10]1[CH2:15][CH2:14][CH2:13][CH2:12][O:11]1. The catalyst class is: 6. (7) Reactant: [O:1]=[C:2]1[CH:7]=[CH:6][C:5](=[O:8])[C:4]([C:9]([O:11][CH3:12])=[O:10])=[CH:3]1.FC(F)(F)S([O-])(=O)=O.[Yb+3].FC(F)(F)S([O-])(=O)=O.FC(F)(F)S([O-])(=O)=O.[CH3:38][O:39][C:40]1[CH:47]=[CH:46][C:43]([CH:44]=[CH2:45])=[CH:42][CH:41]=1. Product: [CH3:38][O:39][C:40]1[CH:47]=[CH:46][C:43]([CH:44]2[CH2:45][C:3]3=[C:4]([C:9]([O:11][CH3:12])=[O:10])[C:5]([OH:8])=[CH:6][CH:7]=[C:2]3[O:1]2)=[CH:42][CH:41]=1. The catalyst class is: 10. (8) Reactant: C[O:2][C:3]([C:5]1[N:6]=[CH:7][CH:8]=[C:9]2[CH:13]=[CH:12][NH:11][C:10]=12)=[O:4].[OH-].[K+].Cl. Product: [NH:11]1[C:10]2=[C:5]([C:3]([OH:4])=[O:2])[N:6]=[CH:7][CH:8]=[C:9]2[CH:13]=[CH:12]1. The catalyst class is: 1.